This data is from Peptide-MHC class II binding affinity with 134,281 pairs from IEDB. The task is: Regression. Given a peptide amino acid sequence and an MHC pseudo amino acid sequence, predict their binding affinity value. This is MHC class II binding data. (1) The peptide sequence is INVGFKAAVAAAASV. The MHC is DRB3_0202 with pseudo-sequence DRB3_0202. The binding affinity (normalized) is 0.679. (2) The peptide sequence is QYAKEIWGITANPVP. The MHC is DRB3_0202 with pseudo-sequence DRB3_0202. The binding affinity (normalized) is 0.634. (3) The peptide sequence is VEIKEFANAVKLRRS. The MHC is DRB1_1302 with pseudo-sequence DRB1_1302. The binding affinity (normalized) is 0.639. (4) The binding affinity (normalized) is 0.561. The peptide sequence is VSSAVPTSWVPQGRT. The MHC is HLA-DQA10201-DQB10402 with pseudo-sequence HLA-DQA10201-DQB10402. (5) The peptide sequence is VPPADKYKTFEAAFT. The MHC is DRB1_1602 with pseudo-sequence DRB1_1602. The binding affinity (normalized) is 0.577. (6) The peptide sequence is LLTKFVAAALHNIKC. The binding affinity (normalized) is 0.661. The MHC is DRB1_1501 with pseudo-sequence DRB1_1501. (7) The peptide sequence is KGSNEKHLAVLVKYE. The MHC is DRB1_0802 with pseudo-sequence DRB1_0802. The binding affinity (normalized) is 0.157. (8) The peptide sequence is GHYGPLFIRMAWHAA. The MHC is DRB5_0101 with pseudo-sequence DRB5_0101. The binding affinity (normalized) is 0.224. (9) The peptide sequence is NDKFLANVSTVLTGK. The MHC is DRB1_1001 with pseudo-sequence DRB1_1001. The binding affinity (normalized) is 0.673. (10) The peptide sequence is TWHYCGSYVTKTSGS. The MHC is DRB3_0301 with pseudo-sequence DRB3_0301. The binding affinity (normalized) is 0.391.